Task: Predict the product of the given reaction.. Dataset: Forward reaction prediction with 1.9M reactions from USPTO patents (1976-2016) (1) Given the reactants [O:1]1[C:5]2[CH:6]=[CH:7][C:8]([CH:10]=O)=[CH:9][C:4]=2[CH2:3][CH2:2]1.[CH3:12][CH:13]([CH3:29])[C:14]([NH:16][C:17]1[CH:22]=[CH:21][CH:20]=[C:19]([CH:23]2[CH2:28][CH2:27][NH:26][CH2:25][CH2:24]2)[CH:18]=1)=[O:15], predict the reaction product. The product is: [O:1]1[C:5]2[CH:6]=[CH:7][C:8]([CH2:10][N:26]3[CH2:27][CH2:28][CH:23]([C:19]4[CH:18]=[C:17]([NH:16][C:14](=[O:15])[CH:13]([CH3:12])[CH3:29])[CH:22]=[CH:21][CH:20]=4)[CH2:24][CH2:25]3)=[CH:9][C:4]=2[CH2:3][CH2:2]1. (2) Given the reactants [F:1][C:2]([F:18])([F:17])[C:3]([N:5]1[CH2:11][CH2:10][C:9]2[CH:12]=[CH:13][C:14]([NH2:16])=[CH:15][C:8]=2[CH2:7][CH2:6]1)=[O:4].[F:19][C:20]([F:32])([F:31])[C:21]1[CH:26]=[CH:25][C:24]([S:27](Cl)(=[O:29])=[O:28])=[CH:23][CH:22]=1.C(N(CC)CC)C.Cl, predict the reaction product. The product is: [F:18][C:2]([F:1])([F:17])[C:3]([N:5]1[CH2:11][CH2:10][C:9]2[CH:12]=[CH:13][C:14]([NH:16][S:27]([C:24]3[CH:23]=[CH:22][C:21]([C:20]([F:19])([F:31])[F:32])=[CH:26][CH:25]=3)(=[O:29])=[O:28])=[CH:15][C:8]=2[CH2:7][CH2:6]1)=[O:4]. (3) Given the reactants [C:1]([O:5][C:6]([N:8]1[CH2:12][CH:11]=[C:10](OS(C(F)(F)F)(=O)=O)[CH2:9]1)=[O:7])([CH3:4])([CH3:3])[CH3:2].C(=O)([O-])[O-].[K+].[K+].CC1(C)C(C)(C)OB([C:35]2[CH:36]=[CH:37][C:38]([NH2:41])=[N:39][CH:40]=2)O1.C([O-])(O)=O.[Na+], predict the reaction product. The product is: [NH2:41][C:38]1[N:39]=[CH:40][C:35]([C:10]2[CH2:9][N:8]([C:6]([O:5][C:1]([CH3:4])([CH3:3])[CH3:2])=[O:7])[CH2:12][CH:11]=2)=[CH:36][CH:37]=1.